Dataset: Forward reaction prediction with 1.9M reactions from USPTO patents (1976-2016). Task: Predict the product of the given reaction. The product is: [Cl:1][C:2]1[N:7]=[CH:6][C:5]([N:8]2[CH2:14][C@@H:13]3[C@H:9]2[CH2:10][NH:11][CH2:12]3)=[CH:4][C:3]=1[CH3:25]. Given the reactants [Cl:1][C:2]1[N:7]=[CH:6][C:5]([N:8]2[CH2:14][C@@H:13]3[C@H:9]2[CH2:10][N:11](C(OCC2C=CC=CC=2)=O)[CH2:12]3)=[CH:4][C:3]=1[CH3:25], predict the reaction product.